This data is from Catalyst prediction with 721,799 reactions and 888 catalyst types from USPTO. The task is: Predict which catalyst facilitates the given reaction. (1) Reactant: C([O:3][C:4](=[O:29])[C:5]1[CH:10]=[CH:9][C:8]([N:11]2[CH2:15][CH2:14][CH:13]([NH:16][C:17]([O:19][C:20]([CH3:23])([CH3:22])[CH3:21])=[O:18])[CH2:12]2)=[C:7]([F:24])[C:6]=1[NH:25][CH:26]1[CH2:28][CH2:27]1)C.[OH-].[Na+]. Product: [C:20]([O:19][C:17]([NH:16][CH:13]1[CH2:14][CH2:15][N:11]([C:8]2[CH:9]=[CH:10][C:5]([C:4]([OH:29])=[O:3])=[C:6]([NH:25][CH:26]3[CH2:27][CH2:28]3)[C:7]=2[F:24])[CH2:12]1)=[O:18])([CH3:23])([CH3:21])[CH3:22]. The catalyst class is: 83. (2) Reactant: [NH:1]1[C:5]([C:6]([O:8][CH3:9])=[O:7])=[CH:4][N:3]=[CH:2]1.CC(C)([O-])C.[K+].C[N:17](C=O)C.NOP(=O)(C1C=CC=CC=1)C1C=CC=CC=1. Product: [NH2:17][N:1]1[C:5]([C:6]([O:8][CH3:9])=[O:7])=[CH:4][N:3]=[CH:2]1. The catalyst class is: 13. (3) The catalyst class is: 1. Reactant: C1C=CC2N(O)N=NC=2C=1.CCN=C=NCCCN(C)C.[Cl:22][C:23]1[CH:24]=[C:25]([CH:29]=[CH:30][C:31]=1[O:32][CH:33]([CH3:35])[CH3:34])[C:26]([OH:28])=O.[F:36][C:37]1[CH:45]=[CH:44][C:43](/[C:46](/[NH:49]O)=[N:47]/[H])=[C:42]2[C:38]=1[C:39]([CH2:51][CH2:52][C:53]([O:55][CH2:56][CH3:57])=[O:54])=[CH:40][NH:41]2.CCCC[N+](CCCC)(CCCC)CCCC.[F-]. Product: [Cl:22][C:23]1[CH:24]=[C:25]([C:26]2[O:28][N:47]=[C:46]([C:43]3[CH:44]=[CH:45][C:37]([F:36])=[C:38]4[C:42]=3[NH:41][CH:40]=[C:39]4[CH2:51][CH2:52][C:53]([O:55][CH2:56][CH3:57])=[O:54])[N:49]=2)[CH:29]=[CH:30][C:31]=1[O:32][CH:33]([CH3:35])[CH3:34].